This data is from Catalyst prediction with 721,799 reactions and 888 catalyst types from USPTO. The task is: Predict which catalyst facilitates the given reaction. (1) Reactant: [OH:1][C:2]1[CH:9]=N[CH:7]=[C:6]([O:10][CH3:11])[C:3]=1[CH:4]=[O:5].Cl[CH2:13][C:14]1[C:15]([C:20]2[N:24]([CH2:25][C:26]([F:29])([F:28])[F:27])[N:23]=[CH:22][CH:21]=2)=[N:16][CH:17]=[CH:18][CH:19]=1.[C:30](=O)([O-])[O-].[K+].[K+]. Product: [CH3:11][O:10][C:6]1[CH:7]=[CH:30][CH:9]=[C:2]([O:1][CH2:13][C:14]2[C:15]([C:20]3[N:24]([CH2:25][C:26]([F:29])([F:28])[F:27])[N:23]=[CH:22][CH:21]=3)=[N:16][CH:17]=[CH:18][CH:19]=2)[C:3]=1[CH:4]=[O:5]. The catalyst class is: 3. (2) Reactant: O1[C:5]2([CH2:10][CH2:9][N:8]([S:11](/[CH:14]=[CH:15]/[C:16]3[C:21]([CH3:22])=[CH:20][C:19]([N:23]4[C:27]([CH3:29])([CH3:28])[C:26](=[O:30])[NH:25][C:24]4=[O:31])=[CH:18][C:17]=3[CH3:32])(=[O:13])=[O:12])[CH2:7][CH2:6]2)[O:4]CC1.Cl.[OH-].[Na+]. Product: [CH3:22][C:21]1[CH:20]=[C:19]([N:23]2[C:27]([CH3:28])([CH3:29])[C:26](=[O:30])[NH:25][C:24]2=[O:31])[CH:18]=[C:17]([CH3:32])[C:16]=1/[CH:15]=[CH:14]/[S:11]([N:8]1[CH2:7][CH2:6][C:5](=[O:4])[CH2:10][CH2:9]1)(=[O:13])=[O:12]. The catalyst class is: 7. (3) Reactant: [OH:1][C@H:2]1[C@H:6]2[O:7][CH2:8][C@:3]1([CH2:18][OH:19])[O:4][C@H:5]2[N:9]1[CH:17]=[C:15]([CH3:16])[C:13](=[O:14])[NH:12][C:10]1=[O:11].[C:20](OC(=O)C)(=[O:22])[CH3:21].[CH2:27]([OH:29])[CH3:28]. Product: [C:20]([O:1][C@H:2]1[C@H:6]2[O:7][CH2:8][C@@:3]1([CH2:18][O:19][C:27](=[O:29])[CH3:28])[O:4][C@H:5]2[N:9]1[CH:17]=[C:15]([CH3:16])[C:13](=[O:14])[NH:12][C:10]1=[O:11])(=[O:22])[CH3:21]. The catalyst class is: 383. (4) Reactant: [C:1]([C:5]1[CH:10]=[CH:9][C:8](B(O)O)=[CH:7][CH:6]=1)([CH3:4])([CH3:3])[CH3:2].C(=O)([O-])[O-].[Na+].[Na+].[C:20]([NH:28][C:29]1[CH:38]=[C:37](Br)[CH:36]=[CH:35][C:30]=1[C:31]([O:33]C)=[O:32])(=[O:27])[C:21]1[CH:26]=[CH:25][CH:24]=[CH:23][CH:22]=1. Product: [C:20]([NH:28][C:29]1[CH:38]=[C:37]([C:8]2[CH:9]=[CH:10][C:5]([C:1]([CH3:4])([CH3:3])[CH3:2])=[CH:6][CH:7]=2)[CH:36]=[CH:35][C:30]=1[C:31]([OH:33])=[O:32])(=[O:27])[C:21]1[CH:22]=[CH:23][CH:24]=[CH:25][CH:26]=1. The catalyst class is: 80. (5) Reactant: [F:1][C:2]([F:45])([F:44])[C:3]1[CH:4]=[C:5]([CH:37]=[C:38]([C:40]([F:43])([F:42])[F:41])[CH:39]=1)[CH2:6][N:7]([CH2:23][C:24]1[CH:29]=[C:28]([C:30]([F:33])([F:32])[F:31])[CH:27]=[CH:26][C:25]=1[N:34]([CH3:36])[CH3:35])[C:8]1[N:13]=[CH:12][C:11]([O:14][CH2:15][CH2:16][CH2:17][C:18]([O:20]CC)=[O:19])=[CH:10][N:9]=1.[OH-].[Na+].C(OCC)(=O)C. Product: [F:45][C:2]([F:1])([F:44])[C:3]1[CH:4]=[C:5]([CH:37]=[C:38]([C:40]([F:41])([F:42])[F:43])[CH:39]=1)[CH2:6][N:7]([CH2:23][C:24]1[CH:29]=[C:28]([C:30]([F:33])([F:32])[F:31])[CH:27]=[CH:26][C:25]=1[N:34]([CH3:35])[CH3:36])[C:8]1[N:9]=[CH:10][C:11]([O:14][CH2:15][CH2:16][CH2:17][C:18]([OH:20])=[O:19])=[CH:12][N:13]=1. The catalyst class is: 8.